From a dataset of Forward reaction prediction with 1.9M reactions from USPTO patents (1976-2016). Predict the product of the given reaction. Given the reactants [CH:1]1([C:4]([N:6]2[CH2:10][CH2:9][C@@H:8]([CH2:11][NH:12][C:13]3[CH:18]=[CH:17][CH:16]=[C:15]([O:19][CH3:20])[C:14]=3[N+:21]([O-])=O)[CH2:7]2)=[O:5])[CH2:3][CH2:2]1, predict the reaction product. The product is: [NH2:21][C:14]1[C:15]([O:19][CH3:20])=[CH:16][CH:17]=[CH:18][C:13]=1[NH:12][CH2:11][C@@H:8]1[CH2:9][CH2:10][N:6]([C:4]([CH:1]2[CH2:2][CH2:3]2)=[O:5])[CH2:7]1.